This data is from Peptide-MHC class I binding affinity with 185,985 pairs from IEDB/IMGT. The task is: Regression. Given a peptide amino acid sequence and an MHC pseudo amino acid sequence, predict their binding affinity value. This is MHC class I binding data. (1) The MHC is BoLA-D18.4 with pseudo-sequence BoLA-D18.4. The peptide sequence is LRQWAPATM. The binding affinity (normalized) is 0.435. (2) The peptide sequence is TQSPVSVGF. The MHC is HLA-B27:03 with pseudo-sequence HLA-B27:03. The binding affinity (normalized) is 0.0847. (3) The MHC is Patr-B2401 with pseudo-sequence Patr-B2401. The peptide sequence is SQYLELDTI. The binding affinity (normalized) is 0.237.